From a dataset of Full USPTO retrosynthesis dataset with 1.9M reactions from patents (1976-2016). Predict the reactants needed to synthesize the given product. (1) Given the product [Cl:1][C:2]1[N:10]=[C:9]2[C:5]([N:6]=[CH:7][N:8]2[CH:11]2[CH2:15][CH2:14][S:13][CH2:12]2)=[C:4]([NH:29][CH2:22][C:23]2[CH:28]=[CH:27][CH:26]=[CH:25][CH:24]=2)[N:3]=1, predict the reactants needed to synthesize it. The reactants are: [Cl:1][C:2]1[N:10]=[C:9]2[C:5]([N:6]=[CH:7][N:8]2[CH:11]2[CH2:15][CH2:14][S:13][CH2:12]2)=[C:4](Cl)[N:3]=1.C(O)CCC.[CH2:22]([NH2:29])[C:23]1[CH:28]=[CH:27][CH:26]=[CH:25][CH:24]=1. (2) Given the product [ClH:24].[F:1][C:2]1[C:7]([C:8]2[C:9](=[O:16])[NH:10][C:11](=[O:14])[NH:12][CH:13]=2)=[CH:6][CH:5]=[CH:4][N:3]=1, predict the reactants needed to synthesize it. The reactants are: [F:1][C:2]1[C:7]([C:8]2[C:9]([O:16]C)=[N:10][C:11]([O:14]C)=[N:12][CH:13]=2)=[CH:6][CH:5]=[CH:4][N:3]=1.O1CCOCC1.[ClH:24].